From a dataset of Full USPTO retrosynthesis dataset with 1.9M reactions from patents (1976-2016). Predict the reactants needed to synthesize the given product. (1) The reactants are: [N+:1]([C:4]1[CH:9]=[CH:8][C:7]([CH2:10][CH2:11][CH2:12]O)=[CH:6][CH:5]=1)([O-:3])=[O:2].CC1C=CC=C(C)N=1.CS(OS(C)(=O)=O)(=O)=O.[Br-:31].[Li+]. Given the product [Br:31][CH2:12][CH2:11][CH2:10][C:7]1[CH:8]=[CH:9][C:4]([N+:1]([O-:3])=[O:2])=[CH:5][CH:6]=1, predict the reactants needed to synthesize it. (2) Given the product [N+:12]([C:9]1[CH:10]=[CH:11][C:5]2[O:4][C:3](/[CH:1]=[CH:20]/[C:15]([O:17][CH2:18][CH3:19])=[O:16])=[CH:7][C:6]=2[CH:8]=1)([O-:14])=[O:13], predict the reactants needed to synthesize it. The reactants are: [CH:1]([C:3]1[O:4][C:5]2[CH:11]=[CH:10][C:9]([N+:12]([O-:14])=[O:13])=[CH:8][C:6]=2[CH:7]=1)=O.[C:15]([CH:20]=P(C1C=CC=CC=1)(C1C=CC=CC=1)C1C=CC=CC=1)([O:17][CH2:18][CH3:19])=[O:16].O. (3) Given the product [Cl:19][C:18]1[C:13]([N:10]2[CH2:11][CH:12]=[C:7]([C:28]([NH:25][C:26]3[CH:27]=[CH:38][C:32]([C:31]([F:40])([F:39])[F:30])=[CH:33][CH:34]=3)=[O:42])[C@H:8]([CH3:20])[CH2:9]2)=[N:14][CH:15]=[CH:16][CH:17]=1, predict the reactants needed to synthesize it. The reactants are: FC(F)(F)S(O[C:7]1[C@H:8]([CH3:20])[CH2:9][N:10]([C:13]2[C:18]([Cl:19])=[CH:17][CH:16]=[CH:15][N:14]=2)[CH2:11][CH:12]=1)(=O)=O.C([N:25]([CH2:28]C)[CH2:26][CH3:27])C.[F:30][C:31]([F:40])([F:39])[C:32]1[CH:38]=CC(N)=[CH:34][CH:33]=1.[C]=[O:42]. (4) Given the product [C:1]([O:5][C:6]([N:8]1[CH2:15][CH2:14][CH:13]([CH:16]([CH3:18])[CH3:17])[C@H:9]1[C:10]([N:29]1[CH2:30][CH2:31][CH2:32][C@H:28]1[C:27]([NH:26][CH2:25][C:24]1[CH:34]=[C:20]([Cl:19])[CH:21]=[CH:22][C:23]=1[N:35]1[CH:39]=[N:38][N:37]=[N:36]1)=[O:33])=[O:12])=[O:7])([CH3:2])([CH3:3])[CH3:4], predict the reactants needed to synthesize it. The reactants are: [C:1]([O:5][C:6]([N:8]1[CH2:15][CH2:14][CH:13]([CH:16]([CH3:18])[CH3:17])[C@H:9]1[C:10]([OH:12])=O)=[O:7])([CH3:4])([CH3:3])[CH3:2].[Cl:19][C:20]1[CH:21]=[CH:22][C:23]([N:35]2[CH:39]=[N:38][N:37]=[N:36]2)=[C:24]([CH:34]=1)[CH2:25][NH:26][C:27](=[O:33])[C@@H:28]1[CH2:32][CH2:31][CH2:30][NH:29]1.C(Cl)CCl.C1C=NC2N(O)N=NC=2C=1. (5) Given the product [NH:9]1[CH2:13][CH2:12][CH2:11][C@H:10]1[CH2:14][N:15]1[CH2:16][CH2:17][O:18][CH2:19][CH2:20]1, predict the reactants needed to synthesize it. The reactants are: Cl.C(OC([N:9]1[CH2:13][CH2:12][CH2:11][C@H:10]1[CH2:14][N:15]1[CH2:20][CH2:19][O:18][CH2:17][CH2:16]1)=O)(C)(C)C. (6) Given the product [Br:16][C:17]1[CH:28]=[C:21]([C:22]([C:7]2[C:8]3[CH:13]=[N:12][C:11]([Cl:14])=[N:10][C:9]=3[N:5]([C:1]([CH3:4])([CH3:3])[CH3:2])[CH:6]=2)=[O:23])[CH:20]=[N:19][CH:18]=1, predict the reactants needed to synthesize it. The reactants are: [C:1]([N:5]1[C:9]2[N:10]=[C:11]([Cl:14])[N:12]=[CH:13][C:8]=2[C:7](I)=[CH:6]1)([CH3:4])([CH3:3])[CH3:2].[Br:16][C:17]1[CH:18]=[N:19][CH:20]=[C:21]([CH:28]=1)[C:22](N(OC)C)=[O:23]. (7) Given the product [CH3:3][N:4]1[C:8]2=[N:9][C:10]([O:13][CH2:21][C:22]([O:24][CH2:25][CH3:26])=[O:23])=[CH:11][CH:12]=[C:7]2[C:6]([C:14]2[CH:19]=[CH:18][CH:17]=[CH:16][CH:15]=2)=[N:5]1, predict the reactants needed to synthesize it. The reactants are: [H-].[Na+].[CH3:3][N:4]1[C:8]2[NH:9][C:10](=[O:13])[CH:11]=[CH:12][C:7]=2[C:6]([C:14]2[CH:19]=[CH:18][CH:17]=[CH:16][CH:15]=2)=[N:5]1.Br[CH2:21][C:22]([O:24][CH2:25][CH3:26])=[O:23].